Dataset: Forward reaction prediction with 1.9M reactions from USPTO patents (1976-2016). Task: Predict the product of the given reaction. The product is: [CH2:29]([O:28][C:27]1[CH:26]=[CH:25][C:22]([CH:23]=[O:24])=[CH:21][C:20]=1[CH2:19][N:8]1[C:9]2[C:14](=[CH:13][CH:12]=[CH:11][CH:10]=2)[CH:15]=[C:7]1[C:1]1[CH:6]=[CH:5][CH:4]=[CH:3][CH:2]=1)[CH:30]([CH3:32])[CH3:31]. Given the reactants [C:1]1([C:7]2[NH:8][C:9]3[C:14]([CH:15]=2)=[CH:13][CH:12]=[CH:11][CH:10]=3)[CH:6]=[CH:5][CH:4]=[CH:3][CH:2]=1.[H-].[Na+].Cl[CH2:19][C:20]1[CH:21]=[C:22]([CH:25]=[CH:26][C:27]=1[O:28][CH2:29][CH:30]([CH3:32])[CH3:31])[CH:23]=[O:24].[I-].[Na+], predict the reaction product.